Task: Predict the reactants needed to synthesize the given product.. Dataset: Full USPTO retrosynthesis dataset with 1.9M reactions from patents (1976-2016) (1) Given the product [Cl:1][C:2]1[CH:7]=[CH:6][C:5]([C:8]2[N:12]([C:13]3[CH:18]=[CH:17][CH:16]=[CH:15][CH:14]=3)[N:11]=[C:10]([CH2:19][CH2:20][CH2:21][N:28]3[CH2:27][CH2:26][N:25]([C:30]4[CH:31]=[C:32]([CH3:36])[CH:33]=[CH:34][CH:35]=4)[CH:24]([CH3:23])[CH2:29]3)[CH:9]=2)=[CH:4][CH:3]=1, predict the reactants needed to synthesize it. The reactants are: [Cl:1][C:2]1[CH:7]=[CH:6][C:5]([C:8]2[N:12]([C:13]3[CH:18]=[CH:17][CH:16]=[CH:15][CH:14]=3)[N:11]=[C:10]([CH2:19][CH2:20][CH:21]=O)[CH:9]=2)=[CH:4][CH:3]=1.[CH3:23][CH:24]1[CH2:29][NH:28][CH2:27][CH2:26][N:25]1[C:30]1[CH:31]=[C:32]([CH3:36])[CH:33]=[CH:34][CH:35]=1.CCN(C(C)C)C(C)C.[BH-](OC(C)=O)(OC(C)=O)OC(C)=O.[Na+]. (2) Given the product [ClH:11].[NH:1]1[CH:5]=[N:4][C:3]([C:6](=[NH:12])[NH2:7])=[N:2]1, predict the reactants needed to synthesize it. The reactants are: [NH:1]1[CH:5]=[N:4][C:3]([C:6]#[N:7])=[N:2]1.C[O-].[Na+].[Cl-:11].[NH4+:12]. (3) Given the product [CH:38]1([CH2:37][C@H:21]([NH:20][C:17]([C:13]2[O:12][CH:16]=[CH:15][CH:14]=2)=[O:19])[C:22](=[O:23])[NH:24][C@H:25]2[CH2:31][CH2:30][C@@H:29]([CH3:32])[N:28]([CH2:33][CH2:34][CH3:35])[CH2:27][C@@H:26]2[OH:36])[CH2:43][CH2:42][CH2:41][CH2:40][CH2:39]1, predict the reactants needed to synthesize it. The reactants are: CN(C)CCCN=C=NCC.[O:12]1[CH:16]=[CH:15][CH:14]=[C:13]1[C:17]([OH:19])=O.[NH2:20][C@@H:21]([CH2:37][CH:38]1[CH2:43][CH2:42][CH2:41][CH2:40][CH2:39]1)[C:22]([NH:24][C@H:25]1[CH2:31][CH2:30][C@@H:29]([CH3:32])[N:28]([CH2:33][CH2:34][CH3:35])[CH2:27][C@@H:26]1[OH:36])=[O:23].CN1CCOCC1.OC1C2N=NNC=2C=CC=1. (4) Given the product [CH3:44][O:45][C:46]1[CH:54]=[CH:53][C:52]([CH2:55][N:56]2[CH:60]=[CH:59][N:58]=[N:57]2)=[CH:51][C:47]=1[C:48]([N:26]1[CH2:27][CH2:28][C:24]([CH2:23][CH2:22][N:18]2[CH2:19][CH2:20][CH2:21][N:15]([C:7]3[N:6]([CH2:5][CH2:4][O:3][CH2:1][CH3:2])[C:10]4[CH:11]=[CH:12][CH:13]=[CH:14][C:9]=4[N:8]=3)[CH2:16][CH2:17]2)([C:29]2[CH:34]=[CH:33][CH:32]=[CH:31][CH:30]=2)[CH2:25]1)=[O:49], predict the reactants needed to synthesize it. The reactants are: [CH2:1]([O:3][CH2:4][CH2:5][N:6]1[C:10]2[CH:11]=[CH:12][CH:13]=[CH:14][C:9]=2[N:8]=[C:7]1[N:15]1[CH2:21][CH2:20][CH2:19][N:18]([CH2:22][CH2:23][C:24]2([C:29]3[CH:34]=[CH:33][CH:32]=[CH:31][CH:30]=3)[CH2:28][CH2:27][NH:26][CH2:25]2)[CH2:17][CH2:16]1)[CH3:2].C(N(CC)C(C)C)(C)C.[CH3:44][O:45][C:46]1[CH:54]=[CH:53][C:52]([CH2:55][N:56]2[CH:60]=[CH:59][N:58]=[N:57]2)=[CH:51][C:47]=1[C:48](Cl)=[O:49].CO.ClCCl. (5) Given the product [CH3:1][O:2][C:3](=[O:21])[C:4]([S:12]([C:15]1[CH:16]=[CH:17][CH:18]=[CH:19][CH:20]=1)(=[O:13])=[O:14])([CH:5]1[CH2:10][CH2:9][CH2:8][C:7](=[O:11])[CH2:6]1)[CH3:24], predict the reactants needed to synthesize it. The reactants are: [CH3:1][O:2][C:3](=[O:21])[CH:4]([S:12]([C:15]1[CH:20]=[CH:19][CH:18]=[CH:17][CH:16]=1)(=[O:14])=[O:13])[CH:5]1[CH2:10][CH2:9][CH2:8][C:7](=[O:11])[CH2:6]1.[H-].[Na+].[CH3:24]I.O.